Dataset: Peptide-MHC class II binding affinity with 134,281 pairs from IEDB. Task: Regression. Given a peptide amino acid sequence and an MHC pseudo amino acid sequence, predict their binding affinity value. This is MHC class II binding data. (1) The peptide sequence is SQDLELSWNLNGLHAY. The MHC is HLA-DQA10101-DQB10501 with pseudo-sequence HLA-DQA10101-DQB10501. The binding affinity (normalized) is 0.737. (2) The peptide sequence is SVTIKLDGNLLSSND. The MHC is DRB1_0901 with pseudo-sequence DRB1_0901. The binding affinity (normalized) is 0.421. (3) The peptide sequence is GYKVLVLNPSVAAT. The MHC is HLA-DPA10103-DPB10401 with pseudo-sequence HLA-DPA10103-DPB10401. The binding affinity (normalized) is 0.546.